This data is from Forward reaction prediction with 1.9M reactions from USPTO patents (1976-2016). The task is: Predict the product of the given reaction. (1) Given the reactants [CH3:1][O:2][C:3](=[O:26])[CH2:4][CH2:5][CH2:6][CH2:7][CH2:8][O:9][C:10]1[CH:11]=[CH:12][C:13]2[N:17]=[C:16](Cl)[N:15]([C:19]3[CH:24]=[CH:23][CH:22]=[CH:21][CH:20]=3)[C:14]=2[CH:25]=1.[NH:27]1[CH2:32][CH2:31][CH2:30][CH2:29][CH2:28]1, predict the reaction product. The product is: [CH3:1][O:2][C:3](=[O:26])[CH2:4][CH2:5][CH2:6][CH2:7][CH2:8][O:9][C:10]1[CH:11]=[CH:12][C:13]2[N:17]=[C:16]([N:27]3[CH2:32][CH2:31][CH2:30][CH2:29][CH2:28]3)[N:15]([C:19]3[CH:24]=[CH:23][CH:22]=[CH:21][CH:20]=3)[C:14]=2[CH:25]=1. (2) The product is: [Cl:12][C:13]1[CH:14]=[C:15]([CH:16]=[CH:17][C:18]=1[Cl:19])[O:20][CH2:2][C:3]1[C:8]([N+:9]([O-:11])=[O:10])=[CH:7][CH:6]=[CH:5][N:4]=1. Given the reactants Br[CH2:2][C:3]1[C:8]([N+:9]([O-:11])=[O:10])=[CH:7][CH:6]=[CH:5][N:4]=1.[Cl:12][C:13]1[CH:14]=[C:15]([OH:20])[CH:16]=[CH:17][C:18]=1[Cl:19], predict the reaction product. (3) Given the reactants [F:1][C@H:2]1[C@H:7]([O:8][C:9]2[CH:10]=[CH:11][CH:12]=[C:13]3[C:18]=2[N:17]=[C:16]([C:19]2[N:23]4[CH:24]=[CH:25][C:26]([O:28][CH2:29][CH2:30][O:31][CH3:32])=[CH:27][C:22]4=[N:21][CH:20]=2)[CH:15]=[CH:14]3)[CH2:6][CH2:5][NH:4][CH2:3]1.C=O.[C:35](O)(=O)C.C(O[BH-](OC(=O)C)OC(=O)C)(=O)C.[Na+].C([O-])([O-])=O.[K+].[K+], predict the reaction product. The product is: [F:1][C@H:2]1[C@H:7]([O:8][C:9]2[CH:10]=[CH:11][CH:12]=[C:13]3[C:18]=2[N:17]=[C:16]([C:19]2[N:23]4[CH:24]=[CH:25][C:26]([O:28][CH2:29][CH2:30][O:31][CH3:32])=[CH:27][C:22]4=[N:21][CH:20]=2)[CH:15]=[CH:14]3)[CH2:6][CH2:5][N:4]([CH3:35])[CH2:3]1. (4) Given the reactants [F:1][C:2]1[CH:3]=[C:4]([CH:14]([CH3:18])[C:15]([OH:17])=O)[CH:5]=[CH:6][C:7]=1[CH2:8][NH:9][S:10]([CH3:13])(=[O:12])=[O:11].[CH:19]1([C:22]2[N:27]=[C:26]([C:28]3[CH:29]=[C:30]([CH3:34])[CH:31]=[CH:32][CH:33]=3)[C:25]([CH2:35][NH2:36])=[CH:24][CH:23]=2)[CH2:21][CH2:20]1.CN(C)CCCN=C=NCC.ON1C2C=CC=CC=2N=N1.C(N(CC)CC)C, predict the reaction product. The product is: [CH:19]1([C:22]2[N:27]=[C:26]([C:28]3[CH:29]=[C:30]([CH3:34])[CH:31]=[CH:32][CH:33]=3)[C:25]([CH2:35][NH:36][C:15](=[O:17])[CH:14]([C:4]3[CH:5]=[CH:6][C:7]([CH2:8][NH:9][S:10]([CH3:13])(=[O:11])=[O:12])=[C:2]([F:1])[CH:3]=3)[CH3:18])=[CH:24][CH:23]=2)[CH2:21][CH2:20]1. (5) Given the reactants ClC1C=C(C=CC=1)C(OO)=[O:6].[F:12][C:13]1[CH:18]=[CH:17][CH:16]=[CH:15][C:14]=1[C:19]1[CH:20]=[N:21][C:22]([N:25]2[C:33]3[C:28](=[CH:29][CH:30]=[C:31]([C:34]([O:36][CH3:37])=[O:35])[CH:32]=3)[C:27]([S:38][CH3:39])=[CH:26]2)=[N:23][CH:24]=1, predict the reaction product. The product is: [F:12][C:13]1[CH:18]=[CH:17][CH:16]=[CH:15][C:14]=1[C:19]1[CH:20]=[N:21][C:22]([N:25]2[C:33]3[C:28](=[CH:29][CH:30]=[C:31]([C:34]([O:36][CH3:37])=[O:35])[CH:32]=3)[C:27]([S:38]([CH3:39])=[O:6])=[CH:26]2)=[N:23][CH:24]=1. (6) Given the reactants CS(O[CH2:6][CH2:7][C:8]1[CH:13]=[CH:12][C:11]([NH:14][C:15]2[N:24]=[CH:23][C:22]3[CH2:21][CH:20]([C:25]4[CH:30]=[CH:29][C:28]([Cl:31])=[C:27]([Cl:32])[CH:26]=4)[C:19]4[CH:33]=[CH:34][CH:35]=[CH:36][C:18]=4[C:17]=3[N:16]=2)=[CH:10][CH:9]=1)(=O)=O.[NH:37]1[CH2:42][CH2:41][O:40][CH2:39][CH2:38]1, predict the reaction product. The product is: [Cl:32][C:27]1[CH:26]=[C:25]([CH:20]2[C:19]3[CH:33]=[CH:34][CH:35]=[CH:36][C:18]=3[C:17]3[N:16]=[C:15]([NH:14][C:11]4[CH:10]=[CH:9][C:8]([CH2:7][CH2:6][N:37]5[CH2:42][CH2:41][O:40][CH2:39][CH2:38]5)=[CH:13][CH:12]=4)[N:24]=[CH:23][C:22]=3[CH2:21]2)[CH:30]=[CH:29][C:28]=1[Cl:31]. (7) Given the reactants [CH3:1][N:2]1[C@@H:11]2[CH2:12][C:13]3[CH:18]=[CH:17][C:16]([OH:19])=[C:15]([OH:20])[C:14]=3[C:9]3[C:10]2=[C:5]([CH:6]=[CH:7][CH:8]=3)[CH2:4][CH2:3]1.Cl.OC1O[C@H](CO)[C@@H](O[C@@H]2O[C@H](CO)[C@H](O)[C@H](O)[C@H]2O)[C@H](O)[C@H]1O, predict the reaction product. The product is: [CH3:1][N:2]1[C@@H:11]2[CH2:12][C:13]3[CH:18]=[CH:17][C:16]([OH:19])=[C:15]([OH:20])[C:14]=3[C:9]3[C:10]2=[C:5]([CH:6]=[CH:7][CH:8]=3)[CH2:4][CH2:3]1.